Dataset: Reaction yield outcomes from USPTO patents with 853,638 reactions. Task: Predict the reaction yield, written as a fraction of the theoretical maximum amount of product (1.0 means a 100% yield; for example, 0.34 means a 34% yield). (1) The reactants are BrCCBr.C[Si](Cl)(C)C.[CH3:10][O:11][C:12](=[O:22])/[C:13](/I)=[CH:14]\[CH:15]1[CH2:20][CH2:19][CH2:18][CH2:17][CH2:16]1.C1(P(C2C=CC=CC=2)C2C=CC=CC=2)C=CC=CC=1.Br[C:43]1[CH:48]=[CH:47][C:46]([S:49]([CH3:52])(=[O:51])=[O:50])=[C:45]([C:53]([F:56])([F:55])[F:54])[CH:44]=1.[Cl-].[NH4+]. The catalyst is O1CCCC1.[Zn].C1C=CC(/C=C/C(/C=C/C2C=CC=CC=2)=O)=CC=1.C1C=CC(/C=C/C(/C=C/C2C=CC=CC=2)=O)=CC=1.[Pd]. The product is [CH3:10][O:11][C:12](=[O:22])/[C:13](/[C:43]1[CH:48]=[CH:47][C:46]([S:49]([CH3:52])(=[O:50])=[O:51])=[C:45]([C:53]([F:55])([F:56])[F:54])[CH:44]=1)=[CH:14]/[CH:15]1[CH2:20][CH2:19][CH2:18][CH2:17][CH2:16]1. The yield is 0.990. (2) The reactants are [F:1][C:2]1([F:20])[CH2:5][C:4]([CH2:7][O:8][C:9]2[CH:14]=[CH:13][C:12]([N+:15]([O-])=O)=[CH:11][C:10]=2[O:18][CH3:19])([OH:6])[CH2:3]1. The catalyst is CO.[Pd]. The product is [NH2:15][C:12]1[CH:13]=[CH:14][C:9]([O:8][CH2:7][C:4]2([OH:6])[CH2:5][C:2]([F:20])([F:1])[CH2:3]2)=[C:10]([O:18][CH3:19])[CH:11]=1. The yield is 1.00. (3) The reactants are [CH3:1][N:2]([C:10]1[CH:15]=[CH:14][C:13]([N+:16]([O-])=O)=[CH:12][CH:11]=1)[C:3](=[O:9])[O:4][C:5]([CH3:8])([CH3:7])[CH3:6].[NH4+].[Cl-]. The catalyst is C1COCC1.CO.O.[Fe]. The product is [NH2:16][C:13]1[CH:12]=[CH:11][C:10]([N:2]([CH3:1])[C:3](=[O:9])[O:4][C:5]([CH3:6])([CH3:7])[CH3:8])=[CH:15][CH:14]=1. The yield is 1.00. (4) The reactants are [C:1]([N:5]([CH2:10][CH2:11][C:12]([OH:22])([C:16]1[CH:21]=[CH:20][CH:19]=[CH:18][CH:17]=1)[CH2:13][CH:14]=[CH2:15])[C:6](=[O:9])OC)([CH3:4])([CH3:3])[CH3:2].[H-].[Na+]. The catalyst is C1COCC1. The product is [CH2:13]([C:12]1([C:16]2[CH:17]=[CH:18][CH:19]=[CH:20][CH:21]=2)[O:22][C:6](=[O:9])[N:5]([C:1]([CH3:2])([CH3:3])[CH3:4])[CH2:10][CH2:11]1)[CH:14]=[CH2:15]. The yield is 0.610.